This data is from CYP2C19 inhibition data for predicting drug metabolism from PubChem BioAssay. The task is: Regression/Classification. Given a drug SMILES string, predict its absorption, distribution, metabolism, or excretion properties. Task type varies by dataset: regression for continuous measurements (e.g., permeability, clearance, half-life) or binary classification for categorical outcomes (e.g., BBB penetration, CYP inhibition). Dataset: cyp2c19_veith. (1) The compound is Cn1c(SC2CCCCC2=O)nnc1-c1ccncc1. The result is 1 (inhibitor). (2) The compound is Cc1onc(-c2c(Cl)cccc2Cl)c1C(=O)Nc1ccc2c(c1)OCO2. The result is 1 (inhibitor).